Dataset: Full USPTO retrosynthesis dataset with 1.9M reactions from patents (1976-2016). Task: Predict the reactants needed to synthesize the given product. (1) Given the product [CH2:12]([O:11][C:9]([N:6]1[CH2:7][CH2:8][CH:3]([CH2:2][NH:1][C:20]2[C:25]([C:26]([F:29])([F:28])[F:27])=[CH:24][CH:23]=[CH:22][N:21]=2)[CH2:4][CH2:5]1)=[O:10])[C:13]1[CH:14]=[CH:15][CH:16]=[CH:17][CH:18]=1, predict the reactants needed to synthesize it. The reactants are: [NH2:1][CH2:2][CH:3]1[CH2:8][CH2:7][N:6]([C:9]([O:11][CH2:12][C:13]2[CH:18]=[CH:17][CH:16]=[CH:15][CH:14]=2)=[O:10])[CH2:5][CH2:4]1.Cl[C:20]1[C:25]([C:26]([F:29])([F:28])[F:27])=[CH:24][CH:23]=[CH:22][N:21]=1. (2) The reactants are: [CH2:1]([CH:3]1[C:9]2[CH:10]=[C:11]([O:17][CH3:18])[C:12]([N+:14]([O-])=O)=[CH:13][C:8]=2[CH2:7][CH2:6][N:5]([CH2:19][CH3:20])[C:4]1=[O:21])[CH3:2].[H][H]. Given the product [NH2:14][C:12]1[C:11]([O:17][CH3:18])=[CH:10][C:9]2[CH:3]([CH2:1][CH3:2])[C:4](=[O:21])[N:5]([CH2:19][CH3:20])[CH2:6][CH2:7][C:8]=2[CH:13]=1, predict the reactants needed to synthesize it. (3) Given the product [F:1][C:2]1[CH:7]=[CH:6][C:5]([C:8]2[C:16]([Br:25])=[C:11]3[CH:12]=[CH:13][CH:14]=[CH:15][N:10]3[N:9]=2)=[CH:4][CH:3]=1, predict the reactants needed to synthesize it. The reactants are: [F:1][C:2]1[CH:7]=[CH:6][C:5]([C:8]2[C:16](C(O)=O)=[C:11]3[CH:12]=[CH:13][CH:14]=[CH:15][N:10]3[N:9]=2)=[CH:4][CH:3]=1.C(=O)(O)[O-].[Na+].[Br:25]N1C(=O)CCC1=O.O. (4) Given the product [NH2:17][CH2:16][C:13]1[N:12]=[CH:11][C:10]([CH2:9][NH:8][C:6]([O:5][C:1]([CH3:4])([CH3:3])[CH3:2])=[O:7])=[CH:15][CH:14]=1, predict the reactants needed to synthesize it. The reactants are: [C:1]([O:5][C:6]([NH:8][CH2:9][C:10]1[CH:11]=[N:12][C:13]([C:16]#[N:17])=[CH:14][CH:15]=1)=[O:7])([CH3:4])([CH3:3])[CH3:2].OS([O-])(=O)=O.[K+].CO. (5) Given the product [OH:1][C:2]1[C:11]([N+:12]([O-:14])=[O:13])=[CH:10][CH:9]=[CH:8][C:3]=1[C:4]([O:6][CH3:7])=[O:5], predict the reactants needed to synthesize it. The reactants are: [OH:1][C:2]1[CH:11]=[CH:10][CH:9]=[CH:8][C:3]=1[C:4]([O:6][CH3:7])=[O:5].[N+:12]([O-])([OH:14])=[O:13].